Task: Predict the reactants needed to synthesize the given product.. Dataset: Full USPTO retrosynthesis dataset with 1.9M reactions from patents (1976-2016) (1) Given the product [Cl:1][C:2]1[CH:7]=[CH:6][CH:5]=[CH:4][C:3]=1[C:8]1[O:9][C:10]2[C:15]([C:16](=[O:18])[CH:17]=1)=[C:14]([O:19][CH3:20])[CH:13]=[C:12]([O:21][CH3:22])[C:11]=2[C@@H:23]1[CH2:28][CH2:27][N:26]([CH3:29])[CH2:25][C@H:24]1[O:30][C:31](=[O:33])[CH3:32], predict the reactants needed to synthesize it. The reactants are: [Cl:1][C:2]1[CH:7]=[CH:6][CH:5]=[CH:4][C:3]=1[C:8]1[O:9][C:10]2[C:15]([C:16](=[O:18])[CH:17]=1)=[C:14]([O:19][CH3:20])[CH:13]=[C:12]([O:21][CH3:22])[C:11]=2[C@@H:23]1[CH2:28][CH2:27][N:26]([CH3:29])[CH2:25][C@H:24]1[OH:30].[C:31](OC(=O)C)(=[O:33])[CH3:32].CN(C1C=CC=CN=1)C.C([O-])([O-])=O.[Na+].[Na+]. (2) Given the product [C:1]1([C:7]2([CH2:13][CH2:14][CH2:15][C:16]([O:18][CH2:19][CH3:20])=[O:17])[CH2:12][CH2:11][CH2:10][CH2:9][CH2:8]2)[CH:6]=[CH:5][CH:4]=[CH:3][CH:2]=1, predict the reactants needed to synthesize it. The reactants are: [C:1]1([C:7]2([CH2:13]/[CH:14]=[CH:15]/[C:16]([O:18][CH2:19][CH3:20])=[O:17])[CH2:12][CH2:11][CH2:10][CH2:9][CH2:8]2)[CH:6]=[CH:5][CH:4]=[CH:3][CH:2]=1. (3) Given the product [CH3:1][O:2][C:3]1[N:4]=[C:5]([NH:17][CH2:18][CH2:19][C:20]2[CH:21]=[CH:22][C:23]([O:26][CH3:27])=[CH:24][CH:25]=2)[CH:6]=[C:7]([C:9]2[CH:16]=[CH:15][CH:14]=[C:11]([C:12]3[O:13][CH:40]=[N:39][CH:38]=3)[CH:10]=2)[N:8]=1, predict the reactants needed to synthesize it. The reactants are: [CH3:1][O:2][C:3]1[N:8]=[C:7]([C:9]2[CH:10]=[C:11]([CH:14]=[CH:15][CH:16]=2)[CH:12]=[O:13])[CH:6]=[C:5]([NH:17][CH2:18][CH2:19][C:20]2[CH:25]=[CH:24][C:23]([O:26][CH3:27])=[CH:22][CH:21]=2)[N:4]=1.S([CH2:38][N+:39]#[C-:40])(C1C=CC(C)=CC=1)(=O)=O.COCCOC. (4) Given the product [CH3:8][O:7][CH2:6][CH2:5][CH2:4][CH2:3][C@:2]([C@@H:23]1[CH2:28][CH2:27][CH2:26][NH:25][CH2:24]1)([C:9]1[C:22]2[O:21][C:15]3([CH2:20][CH2:19][CH2:18][CH2:17][CH2:16]3)[O:14][C:13]=2[CH:12]=[CH:11][CH:10]=1)[OH:1], predict the reactants needed to synthesize it. The reactants are: [OH:1][C@@:2]([C@@H:23]1[CH2:28][CH2:27][CH2:26][N:25](C(OC(C)(C)C)=O)[CH2:24]1)([C:9]1[C:22]2[O:21][C:15]3([CH2:20][CH2:19][CH2:18][CH2:17][CH2:16]3)[O:14][C:13]=2[CH:12]=[CH:11][CH:10]=1)[CH2:3][CH2:4][CH2:5][CH2:6][O:7][CH3:8].C([O-])(O)=O.[Na+]. (5) Given the product [CH3:45][CH2:46][CH2:47][CH2:48][CH2:43][CH2:42][CH2:41][CH2:39][O:38][C:4]1[CH:26]=[CH:25][C:7]([C:8]([C:10]2[CH:11]=[CH:21][CH:22]=[CH:23][CH:24]=2)=[O:9])=[C:6]([OH:27])[CH:5]=1, predict the reactants needed to synthesize it. The reactants are: C(N(CC)[C:4]1[CH:26]=[CH:25][C:7]([C:8]([C:10]2[CH:24]=[CH:23][CH:22]=[CH:21][C:11]=2C(OCCCCCC)=O)=[O:9])=[C:6]([OH:27])[CH:5]=1)C.CCCCC(C[O:38][C:39](/[CH:41]=[CH:42]/[C:43]1C=[CH:45][C:46](OC)=[CH:47][CH:48]=1)=O)CC.N1(C(C2C=CC=CC=2C(=O)C2C=CC(N(CC)CC)=CC=2O)=O)CCN(C(C2C=CC=CC=2C(=O)C2C=CC(N(CC)CC)=CC=2O)=O)CC1. (6) Given the product [O:44]1[CH2:49][CH2:48][CH2:47][CH2:46][CH:45]1[O:50][CH2:51][CH2:52][N:53]1[CH:57]=[C:56]([C:2]2[CH:3]=[N:4][C:5]([N:8]3[CH2:13][CH2:12][O:11][C@H:10]([CH2:14][N:15]4[C:19]5=[N:20][C:21]([C:24]6[CH:25]=[C:26]([CH:29]=[CH:30][CH:31]=6)[C:27]#[N:28])=[CH:22][N:23]=[C:18]5[N:17]=[N:16]4)[CH2:9]3)=[N:6][CH:7]=2)[CH:55]=[N:54]1, predict the reactants needed to synthesize it. The reactants are: Br[C:2]1[CH:3]=[N:4][C:5]([N:8]2[CH2:13][CH2:12][O:11][C@H:10]([CH2:14][N:15]3[C:19]4=[N:20][C:21]([C:24]5[CH:25]=[C:26]([CH:29]=[CH:30][CH:31]=5)[C:27]#[N:28])=[CH:22][N:23]=[C:18]4[N:17]=[N:16]3)[CH2:9]2)=[N:6][CH:7]=1.C(=O)([O-])[O-].[K+].[K+].O1CCOCC1.[O:44]1[CH2:49][CH2:48][CH2:47][CH2:46][CH:45]1[O:50][CH2:51][CH2:52][N:53]1[CH:57]=[C:56](B2OC(C)(C)C(C)(C)O2)[CH:55]=[N:54]1. (7) The reactants are: [F:1][C:2]1[CH:3]=[C:4]([CH:11]=[CH:12][C:13]=1[F:14])[CH2:5][CH:6]([C:9]#[N:10])[C:7]#[N:8].[H-].[Na+].Br[CH2:18][CH2:19][C:20]([F:23])([F:22])[F:21]. Given the product [F:1][C:2]1[CH:3]=[C:4]([CH:11]=[CH:12][C:13]=1[F:14])[CH2:5][C:6]([CH2:18][CH2:19][C:20]([F:23])([F:22])[F:21])([C:7]#[N:8])[C:9]#[N:10], predict the reactants needed to synthesize it.